Dataset: Reaction yield outcomes from USPTO patents with 853,638 reactions. Task: Predict the reaction yield, written as a fraction of the theoretical maximum amount of product (1.0 means a 100% yield; for example, 0.34 means a 34% yield). (1) The reactants are [O:1]1[CH2:6][CH2:5][CH:4]([O:7][C:8]2[C:13]([CH2:14][NH:15]C(=O)OC(C)(C)C)=[CH:12][CH:11]=[C:10]([C:23]([F:26])([F:25])[F:24])[N:9]=2)[CH2:3][CH2:2]1.Cl.O1CCOCC1. The catalyst is O1CCOCC1. The product is [O:1]1[CH2:6][CH2:5][CH:4]([O:7][C:8]2[C:13]([CH2:14][NH2:15])=[CH:12][CH:11]=[C:10]([C:23]([F:25])([F:24])[F:26])[N:9]=2)[CH2:3][CH2:2]1. The yield is 0.910. (2) The catalyst is S(=O)(=O)(O)O. The product is [NH2:1][C:2]1[N:7]=[C:6]2[S:8][CH:9]=[CH:10][C:5]2=[CH:4][C:3]=1[C:11]([OH:15])=[O:13]. The yield is 0.560. The reactants are [NH2:1][C:2]1[N:7]=[C:6]2[S:8][CH:9]=[CH:10][C:5]2=[CH:4][C:3]=1[C:11]#N.[OH-:13].[Na+].[OH2:15]. (3) The reactants are [CH3:1][O:2][C:3]1[CH:4]=[C:5]2[C:10](=[C:11]3[CH2:15][C:14]([CH3:17])([CH3:16])[O:13][C:12]=13)[C:9]([C:18]1[CH:19]=[C:20]([NH2:24])[CH:21]=[CH:22][CH:23]=1)=[N:8][C:7]([CH3:26])([CH3:25])[CH2:6]2.[C:27]([O:31][C:32]([NH:34][CH2:35][CH2:36][C:37](O)=[O:38])=[O:33])([CH3:30])([CH3:29])[CH3:28].O.ON1C2C=CC=CC=2N=N1.Cl.C(N=C=NCCCN(C)C)C. The catalyst is CN(C)C=O.O. The product is [O:38]=[C:37]([NH:24][C:20]1[CH:21]=[CH:22][CH:23]=[C:18]([C:9]2[C:10]3[C:5](=[CH:4][C:3]([O:2][CH3:1])=[C:12]4[O:13][C:14]([CH3:17])([CH3:16])[CH2:15][C:11]4=3)[CH2:6][C:7]([CH3:26])([CH3:25])[N:8]=2)[CH:19]=1)[CH2:36][CH2:35][NH:34][C:32](=[O:33])[O:31][C:27]([CH3:29])([CH3:28])[CH3:30]. The yield is 0.960.